This data is from Forward reaction prediction with 1.9M reactions from USPTO patents (1976-2016). The task is: Predict the product of the given reaction. (1) Given the reactants C(=O)([O-])[O-].[K+].[K+].[NH:7]1[CH2:12][CH2:11][S:10][CH2:9][CH2:8]1.[F:13][C:14]1[CH:19]=[CH:18][C:17]([C:20]2[NH:21][CH:22]=[C:23]([CH2:31][CH2:32][CH2:33]OS(C3C=CC(C)=CC=3)(=O)=O)[C:24]=2[C:25]2[CH:30]=[CH:29][N:28]=[CH:27][CH:26]=2)=[CH:16][CH:15]=1.O, predict the reaction product. The product is: [F:13][C:14]1[CH:15]=[CH:16][C:17]([C:20]2[NH:21][CH:22]=[C:23]([CH2:31][CH2:32][CH2:33][SH:10]3[CH2:11][CH2:12][NH:7][CH2:8][CH2:9]3)[C:24]=2[C:25]2[CH:30]=[CH:29][N:28]=[CH:27][CH:26]=2)=[CH:18][CH:19]=1. (2) Given the reactants [CH2:1]([O:3][C:4]([N:6]1[CH2:11][CH2:10][CH:9]([NH2:12])[CH2:8][CH2:7]1)=[O:5])[CH3:2].CN(C)/[CH:15]=[N:16]/[N:17]=[CH:18]/N(C)C, predict the reaction product. The product is: [N:16]1[N:17]=[CH:18][N:12]([CH:9]2[CH2:8][CH2:7][N:6]([C:4]([O:3][CH2:1][CH3:2])=[O:5])[CH2:11][CH2:10]2)[CH:15]=1.